Dataset: Aqueous solubility values for 9,982 compounds from the AqSolDB database. Task: Regression/Classification. Given a drug SMILES string, predict its absorption, distribution, metabolism, or excretion properties. Task type varies by dataset: regression for continuous measurements (e.g., permeability, clearance, half-life) or binary classification for categorical outcomes (e.g., BBB penetration, CYP inhibition). For this dataset (solubility_aqsoldb), we predict Y. (1) The compound is Cn1nc(S(N)(=O)=O)sc1=NS(=O)(=O)c1ccc(N)cc1. The Y is -2.50 log mol/L. (2) The molecule is CN(C)c1ccc(N=C=S)cc1. The Y is -4.13 log mol/L.